From a dataset of Forward reaction prediction with 1.9M reactions from USPTO patents (1976-2016). Predict the product of the given reaction. (1) The product is: [NH:8]1[CH2:9][CH2:10][CH:11]([CH2:14][O:15][C:16](=[O:17])[NH:18][C:22]2[CH:21]=[CH:32][C:26]([CH:23]([CH3:25])[CH3:24])=[CH:27][CH:28]=2)[CH2:12][CH2:13]1. Given the reactants C(OC([N:8]1[CH2:13][CH2:12][CH:11]([CH2:14][O:15][C:16]([N:18]2[CH:22]=[CH:21]N=C2)=[O:17])[CH2:10][CH2:9]1)=O)(C)(C)C.[CH:23]([C:26]1[CH:32]=CC(N)=[CH:28][CH:27]=1)([CH3:25])[CH3:24].C(O)(C(F)(F)F)=O.C(Cl)Cl, predict the reaction product. (2) Given the reactants [C:1]([C:4]1[N:9]=[CH:8][C:7]([NH:10][C@@H:11]2[CH2:16][CH2:15][CH2:14][CH2:13][C@@H:12]2[NH:17]C(=O)OC(C)(C)C)=[CH:6][C:5]=1[NH:25][C:26]1[CH:31]=[CH:30][C:29]([C:32](=[O:36])[N:33]([CH3:35])[CH3:34])=[C:28]([CH3:37])[N:27]=1)(=[O:3])[NH2:2].FC(F)(F)C(O)=O, predict the reaction product. The product is: [NH2:17][C@H:12]1[CH2:13][CH2:14][CH2:15][CH2:16][C@H:11]1[NH:10][C:7]1[CH:6]=[C:5]([NH:25][C:26]2[CH:31]=[CH:30][C:29]([C:32](=[O:36])[N:33]([CH3:34])[CH3:35])=[C:28]([CH3:37])[N:27]=2)[C:4]([C:1]([NH2:2])=[O:3])=[N:9][CH:8]=1. (3) Given the reactants [NH2:1][C:2]1[N:7]=[C:6]([C:8]2[CH:15]=[CH:14][C:11]([C:12]#[N:13])=[C:10](F)[CH:9]=2)[CH:5]=[C:4]([N:17]2[CH2:22][C@H:21]([N:23]3CCO[C:24]3=[O:28])[CH2:20][C@@H:19]([CH3:29])[CH2:18]2)[N:3]=1.[CH2:30]([OH:32])[CH3:31].O.[NH2:34][NH2:35].[NH4+].[OH-], predict the reaction product. The product is: [NH2:1][C:2]1[N:3]=[C:4]([N:17]2[CH2:18][C@H:19]([CH3:29])[CH2:20][C@@H:21]([N:23]3[CH2:31][CH2:30][O:32][C:24]3=[O:28])[CH2:22]2)[CH:5]=[C:6]([C:8]2[CH:9]=[C:10]3[C:11]([C:12]([NH2:13])=[N:34][NH:35]3)=[CH:14][CH:15]=2)[N:7]=1. (4) Given the reactants [Cl:1][C:2]1[CH:7]=[CH:6][N:5]=[C:4]([NH2:8])[N:3]=1.[Cl:9]N1C(=O)N(Cl)C(=O)N(Cl)C1=O.[OH-].[Na+].C([O-])(O)=O.[Na+], predict the reaction product. The product is: [Cl:1][C:2]1[C:7]([Cl:9])=[CH:6][N:5]=[C:4]([NH2:8])[N:3]=1. (5) Given the reactants Br[C:2]1[CH:7]=[CH:6][C:5]([OH:8])=[C:4]([F:9])[CH:3]=1.CC1(C)C(C)(C)OB([C:18]2[CH:19]=[CH:20][C:21]3[S:25][CH:24]=[N:23][C:22]=3[CH:26]=2)O1, predict the reaction product. The product is: [S:25]1[C:21]2[CH:20]=[CH:19][C:18]([C:2]3[CH:7]=[CH:6][C:5]([OH:8])=[C:4]([F:9])[CH:3]=3)=[CH:26][C:22]=2[N:23]=[CH:24]1. (6) The product is: [Cl:14][C:4]1[N:3]=[C:2]([NH:18][CH:15]([CH3:17])[CH3:16])[C:11]2[C:10](=[O:12])[N:9]([CH3:13])[CH:8]=[N:7][C:6]=2[CH:5]=1. Given the reactants Cl[C:2]1[C:11]2[C:10](=[O:12])[N:9]([CH3:13])[CH:8]=[N:7][C:6]=2[CH:5]=[C:4]([Cl:14])[N:3]=1.[CH:15]([NH2:18])([CH3:17])[CH3:16], predict the reaction product.